Dataset: Full USPTO retrosynthesis dataset with 1.9M reactions from patents (1976-2016). Task: Predict the reactants needed to synthesize the given product. (1) Given the product [CH3:1][C@H:2]1[CH2:8][N:7]([C:9]([O:11][C:12]([CH3:13])([CH3:14])[CH3:15])=[O:10])[CH2:6][C:5]2[S:16][CH:17]=[C:18]([CH2:19][CH2:20][CH3:21])[C:4]=2[O:3]1, predict the reactants needed to synthesize it. The reactants are: [CH3:1][C@H:2]1[CH2:8][N:7]([C:9]([O:11][C:12]([CH3:15])([CH3:14])[CH3:13])=[O:10])[CH2:6][C:5]2[S:16][CH:17]=[C:18](/[CH:19]=[CH:20]\[CH3:21])[C:4]=2[O:3]1. (2) Given the product [C:5]([C:25]1[C:21]2[CH:20]=[C:19]([O:18][S:15]([C:9]3[CH:14]=[CH:13][CH:12]=[CH:11][CH:10]=3)(=[O:16])=[O:17])[CH:27]=[CH:26][C:22]=2[S:23][CH:24]=1)(=[O:7])[CH3:6], predict the reactants needed to synthesize it. The reactants are: [Cl-].[Al+3].[Cl-].[Cl-].[C:5](Cl)(=[O:7])[CH3:6].[C:9]1([S:15]([O:18][C:19]2[CH:27]=[CH:26][C:22]3[S:23][CH:24]=[CH:25][C:21]=3[CH:20]=2)(=[O:17])=[O:16])[CH:14]=[CH:13][CH:12]=[CH:11][CH:10]=1.